From a dataset of Full USPTO retrosynthesis dataset with 1.9M reactions from patents (1976-2016). Predict the reactants needed to synthesize the given product. (1) The reactants are: [N+:1]([C:4]1[C:5](=[O:22])[NH:6][C:7](=[O:21])[N:8]([CH2:18][CH2:19][CH3:20])[C:9]=1[CH:10]=[CH:11][C:12]1[CH:17]=[CH:16][CH:15]=[CH:14][CH:13]=1)([O-])=O.S(S([O-])=O)([O-])=O.[Na+].[Na+]. Given the product [C:12]1([C:11]2[NH:1][C:4]3[C:5](=[O:22])[NH:6][C:7](=[O:21])[N:8]([CH2:18][CH2:19][CH3:20])[C:9]=3[CH:10]=2)[CH:17]=[CH:16][CH:15]=[CH:14][CH:13]=1, predict the reactants needed to synthesize it. (2) Given the product [F:1][C:2]1[C:3]([OH:9])=[CH:4][C:5]2[O:8][CH2:15][C:16](=[O:17])[C:6]=2[CH:7]=1, predict the reactants needed to synthesize it. The reactants are: [F:1][C:2]1[CH:7]=[CH:6][C:5]([OH:8])=[CH:4][C:3]=1[OH:9].[Cl-].[Al+3].[Cl-].[Cl-].Cl[CH2:15][C:16](Cl)=[O:17].[OH-].[Na+].